This data is from Forward reaction prediction with 1.9M reactions from USPTO patents (1976-2016). The task is: Predict the product of the given reaction. Given the reactants [CH:1]1([C:7]2[CH:8]=[C:9]([C:19]([OH:21])=O)[CH:10]=[N:11][C:12]=2[O:13][CH2:14][C:15]([F:18])([F:17])[F:16])[CH2:6][CH2:5][CH2:4][CH2:3][CH2:2]1.[N:22]1([NH2:27])[CH2:26][CH2:25][CH2:24][CH2:23]1, predict the reaction product. The product is: [CH:1]1([C:7]2[CH:8]=[C:9]([C:19]([NH:27][N:22]3[CH2:26][CH2:25][CH2:24][CH2:23]3)=[O:21])[CH:10]=[N:11][C:12]=2[O:13][CH2:14][C:15]([F:18])([F:17])[F:16])[CH2:2][CH2:3][CH2:4][CH2:5][CH2:6]1.